This data is from Full USPTO retrosynthesis dataset with 1.9M reactions from patents (1976-2016). The task is: Predict the reactants needed to synthesize the given product. (1) Given the product [OH2:2].[ClH:8].[Cl:8][C:9]1[CH:39]=[CH:38][C:12]([NH:13][C:14]2[C:23]3[C:18](=[CH:19][C:20]([O:26][CH2:27][CH2:28][NH:29][CH3:30])=[C:21]([O:24][CH3:25])[CH:22]=3)[N:17]=[CH:16][N:15]=2)=[C:11]([F:40])[CH:10]=1, predict the reactants needed to synthesize it. The reactants are: C(O)(C(F)(F)F)=[O:2].[Cl:8][C:9]1[CH:39]=[CH:38][C:12]([NH:13][C:14]2[C:23]3[C:18](=[CH:19][C:20]([O:26][CH2:27][CH2:28][N:29](C)[C:30](OC(C)(C)C)=O)=[C:21]([O:24][CH3:25])[CH:22]=3)[N:17]=[CH:16][N:15]=2)=[C:11]([F:40])[CH:10]=1.C1(C)C=CC=CC=1. (2) Given the product [CH2:1]([O:8][C:9]1[CH:10]=[C:11]([CH2:29][CH2:30][C:31]([N:59]([CH:56]([CH3:58])[CH3:57])[CH3:60])=[O:33])[CH:12]=[CH:13][C:14]=1[N:15]1[CH2:19][C:18](=[O:20])[N:17]([CH2:21][CH2:22][Si:23]([CH3:24])([CH3:26])[CH3:25])[S:16]1(=[O:28])=[O:27])[C:2]1[CH:7]=[CH:6][CH:5]=[CH:4][CH:3]=1, predict the reactants needed to synthesize it. The reactants are: [CH2:1]([O:8][C:9]1[CH:10]=[C:11]([CH2:29][CH2:30][C:31]([OH:33])=O)[CH:12]=[CH:13][C:14]=1[N:15]1[CH2:19][C:18](=[O:20])[N:17]([CH2:21][CH2:22][Si:23]([CH3:26])([CH3:25])[CH3:24])[S:16]1(=[O:28])=[O:27])[C:2]1[CH:7]=[CH:6][CH:5]=[CH:4][CH:3]=1.CCN=C=NCCCN(C)C.Cl.C1C=NC2N(O)N=NC=2C=1.[CH:56]([NH:59][CH3:60])([CH3:58])[CH3:57]. (3) Given the product [F:1][C:2]1[CH:3]=[CH:4][C:5]2[S:9][C:8]([S:10]([NH:16][C:17]3[CH:18]=[C:19]([CH:23]=[CH:24][CH:25]=3)[C:20]([OH:22])=[O:21])(=[O:12])=[O:11])=[C:7]([CH3:14])[C:6]=2[CH:15]=1, predict the reactants needed to synthesize it. The reactants are: [F:1][C:2]1[CH:3]=[CH:4][C:5]2[S:9][C:8]([S:10](Cl)(=[O:12])=[O:11])=[C:7]([CH3:14])[C:6]=2[CH:15]=1.[NH2:16][C:17]1[CH:18]=[C:19]([CH:23]=[CH:24][CH:25]=1)[C:20]([OH:22])=[O:21]. (4) Given the product [N:1]1[C:6]([C:7]2[N:11]([C:12]3[CH:17]=[CH:16][CH:15]=[CH:14][CH:13]=3)[C:10]([C:18]3[CH:23]=[CH:22][CH:21]=[C:20]([C:39]4[C:40]5[C:35](=[CH:34][CH:33]=[CH:32][CH:31]=5)[CH:36]=[CH:37][CH:38]=4)[N:19]=3)=[N:9][N:8]=2)=[CH:5][CH:4]=[CH:3][C:2]=1[C:25]1[CH:30]=[CH:29][CH:28]=[CH:27][N:26]=1, predict the reactants needed to synthesize it. The reactants are: [N:1]1[C:6]([C:7]2[N:11]([C:12]3[CH:17]=[CH:16][CH:15]=[CH:14][CH:13]=3)[C:10]([C:18]3[CH:23]=[CH:22][CH:21]=[C:20](Br)[N:19]=3)=[N:9][N:8]=2)=[CH:5][CH:4]=[CH:3][C:2]=1[C:25]1[CH:30]=[CH:29][CH:28]=[CH:27][N:26]=1.[C:31]1(B(O)O)[C:40]2[C:35](=[CH:36][CH:37]=[CH:38][CH:39]=2)[CH:34]=[CH:33][CH:32]=1.C1(C)C=CC=CC=1.C(O)C.C(=O)([O-])[O-].[K+].[K+].